Dataset: Full USPTO retrosynthesis dataset with 1.9M reactions from patents (1976-2016). Task: Predict the reactants needed to synthesize the given product. (1) Given the product [NH2:28][C:29]1[N:34]=[C:33]([NH:1][C@H:2]([C:4]2[N:9]=[C:8]3[CH:10]=[CH:11][N:12]([CH3:13])[C:7]3=[CH:6][C:5]=2[NH:14][CH:15]2[CH2:20][CH2:19][N:18]([C:21]([O:23][C:24]([CH3:26])([CH3:25])[CH3:27])=[O:22])[CH2:17][CH2:16]2)[CH3:3])[C:32]([C:36]#[N:37])=[C:31]([CH3:38])[N:30]=1, predict the reactants needed to synthesize it. The reactants are: [NH2:1][C@H:2]([C:4]1[N:9]=[C:8]2[CH:10]=[CH:11][N:12]([CH3:13])[C:7]2=[CH:6][C:5]=1[NH:14][CH:15]1[CH2:20][CH2:19][N:18]([C:21]([O:23][C:24]([CH3:27])([CH3:26])[CH3:25])=[O:22])[CH2:17][CH2:16]1)[CH3:3].[NH2:28][C:29]1[N:34]=[C:33](Cl)[C:32]([C:36]#[N:37])=[C:31]([CH3:38])[N:30]=1.CCN(C(C)C)C(C)C. (2) Given the product [ClH:9].[ClH:9].[NH2:1][C@H:2]1[CH2:7][CH2:6][C@H:5]([NH:8][C:10]2[N:18]=[C:17]3[C:13]([N:14]=[CH:15][N:16]3[CH:19]3[CH2:20][CH2:21][CH2:22][CH2:23]3)=[C:12]([NH:24][C:25]3[CH:30]=[CH:29][C:28]([C:31]4[CH:36]=[CH:35][CH:34]=[CH:33][CH:32]=4)=[CH:27][CH:26]=3)[N:11]=2)[CH2:4][CH2:3]1, predict the reactants needed to synthesize it. The reactants are: [NH2:1][C@H:2]1[CH2:7][CH2:6][C@H:5]([NH2:8])[CH2:4][CH2:3]1.[Cl:9][C:10]1[N:18]=[C:17]2[C:13]([N:14]=[CH:15][N:16]2[CH:19]2[CH2:23][CH2:22][CH2:21][CH2:20]2)=[C:12]([NH:24][C:25]2[CH:30]=[CH:29][C:28]([C:31]3[CH:36]=[CH:35][CH:34]=[CH:33][CH:32]=3)=[CH:27][CH:26]=2)[N:11]=1. (3) The reactants are: F[C:2]1[CH:9]=[CH:8][CH:7]=[C:4]([C:5]#[N:6])[C:3]=1[C:10]#[N:11].[Cl-:12].[Li+]. Given the product [Cl:12][C:2]1[CH:9]=[CH:8][CH:7]=[C:4]([C:5]#[N:6])[C:3]=1[C:10]#[N:11], predict the reactants needed to synthesize it. (4) Given the product [CH2:1]([NH:4][C:5]1[C:14]2[C:9](=[CH:10][CH:11]=[C:12]([N+:15]([O-:17])=[O:16])[CH:13]=2)[N:8]=[C:7]([NH:22][CH:19]([CH3:21])[CH3:20])[N:6]=1)[CH:2]=[CH2:3], predict the reactants needed to synthesize it. The reactants are: [CH2:1]([NH:4][C:5]1[C:14]2[C:9](=[CH:10][CH:11]=[C:12]([N+:15]([O-:17])=[O:16])[CH:13]=2)[N:8]=[C:7](Cl)[N:6]=1)[CH:2]=[CH2:3].[CH:19]([NH2:22])([CH3:21])[CH3:20]. (5) Given the product [NH2:28][CH2:27][CH2:26][CH2:25][C:24]#[C:23][CH2:22][O:21][C:20]1[CH:37]=[CH:38][C:17]([S:14]([N:7]2[CH2:8][CH2:9][S:10][C:11]([CH3:12])([CH3:13])[C@@H:6]2[C:4]([NH:3][OH:2])=[O:5])(=[O:15])=[O:16])=[CH:18][CH:19]=1, predict the reactants needed to synthesize it. The reactants are: Cl.[OH:2][NH:3][C:4]([C@H:6]1[C:11]([CH3:13])([CH3:12])[S:10][CH2:9][CH2:8][N:7]1[S:14]([C:17]1[CH:38]=[CH:37][C:20]([O:21][CH:22](C)[C:23]#[C:24][CH2:25][CH2:26][CH2:27][NH:28]C(=O)OC(C)(C)C)=[CH:19][CH:18]=1)(=[O:16])=[O:15])=[O:5].